This data is from Full USPTO retrosynthesis dataset with 1.9M reactions from patents (1976-2016). The task is: Predict the reactants needed to synthesize the given product. (1) Given the product [ClH:1].[Cl:18][C:19]1[CH:20]=[C:21]([NH:27][C@H:28]([CH2:37][NH:38][CH2:39][CH2:2][CH3:3])[CH2:29][C:30]([O:32][CH3:33])=[O:31])[CH:22]=[CH:23][C:24]=1[C:25]#[N:26], predict the reactants needed to synthesize it. The reactants are: [Cl:1][C:2]1C=C(N[C@H]2CC(=O)N(C)C2)C=C[C:3]=1C#N.[Cl:18][C:19]1[CH:20]=[C:21]([NH:27][C@H:28]([CH2:37][NH:38][CH3:39])[CH2:29][C:30]([O:32][C:33](C)(C)C)=[O:31])[CH:22]=[CH:23][C:24]=1[C:25]#[N:26]. (2) The reactants are: C(O[C:6]([N:8]1[CH2:13][CH2:12][CH:11]([CH2:14][CH2:15][O:16][C:17]2[CH:22]=[CH:21][C:20]([F:23])=[CH:19][CH:18]=2)[CH2:10][CH2:9]1)=O)(C)(C)C.ClC[C:26]1[N:30]([CH3:31])[C:29]2[CH:32]=[CH:33][CH:34]=[CH:35][C:28]=2[N:27]=1.C(=O)([O-])[O-].[K+].[K+]. Given the product [F:23][C:20]1[CH:19]=[CH:18][C:17]([O:16][CH2:15][CH2:14][CH:11]2[CH2:10][CH2:9][N:8]([CH2:6][C:26]3[N:30]([CH3:31])[C:29]4[CH:32]=[CH:33][CH:34]=[CH:35][C:28]=4[N:27]=3)[CH2:13][CH2:12]2)=[CH:22][CH:21]=1, predict the reactants needed to synthesize it. (3) Given the product [Br:17][C:8]1[CH:9]=[N:10][C:11]2[C:16]([C:7]=1[N:1]1[CH2:6][CH2:5][O:4][CH2:3][CH2:2]1)=[CH:15][CH:14]=[CH:13][CH:12]=2, predict the reactants needed to synthesize it. The reactants are: [N:1]1([C:7]2[C:16]3[C:11](=[CH:12][CH:13]=[CH:14][CH:15]=3)[N:10]=[CH:9][CH:8]=2)[CH2:6][CH2:5][O:4][CH2:3][CH2:2]1.[Br:17]Br. (4) Given the product [CH3:12][C:13]1[CH:18]=[CH:17][C:16]([NH:19][C:20](=[O:32])[C:21]2[CH:26]=[CH:25][N:24]=[C:23]([N:27]3[CH2:31][CH2:30][CH2:29][CH2:28]3)[CH:22]=2)=[CH:15][C:14]=1[C:2]1[CH:3]=[CH:4][C:5]2[O:9][N:8]=[C:7]([CH3:10])[C:6]=2[CH:11]=1, predict the reactants needed to synthesize it. The reactants are: Br[C:2]1[CH:3]=[CH:4][C:5]2[O:9][N:8]=[C:7]([CH3:10])[C:6]=2[CH:11]=1.[CH3:12][C:13]1[CH:18]=[CH:17][C:16]([NH:19][C:20](=[O:32])[C:21]2[CH:26]=[CH:25][N:24]=[C:23]([N:27]3[CH2:31][CH2:30][CH2:29][CH2:28]3)[CH:22]=2)=[CH:15][C:14]=1B1OC(C)(C)C(C)(C)O1. (5) Given the product [F:25][C:21]1[C:22]([F:24])=[CH:23][C:18]2[O:17][CH2:16][C:9]3([C:10]4[C:15](=[CH:14][CH:13]=[CH:12][CH:11]=4)[N:7]([CH2:6][C:5]4[CH:4]=[CH:3][C:2]([NH:87][C@@H:84]5[CH2:85][CH2:86][N:82]([C:75]([O:77][C:78]([CH3:81])([CH3:80])[CH3:79])=[O:76])[CH2:83]5)=[CH:28][CH:27]=4)[C:8]3=[O:26])[C:19]=2[CH:20]=1, predict the reactants needed to synthesize it. The reactants are: Br[C:2]1[CH:28]=[CH:27][C:5]([CH2:6][N:7]2[C:15]3[C:10](=[CH:11][CH:12]=[CH:13][CH:14]=3)[C:9]3([C:19]4[CH:20]=[C:21]([F:25])[C:22]([F:24])=[CH:23][C:18]=4[O:17][CH2:16]3)[C:8]2=[O:26])=[CH:4][CH:3]=1.C1(C2C3C(=CC=CC=3)C=CC=2P(C2C=CC=CC=2)C2C=CC=CC=2)C2C(=CC=CC=2)C=CC=1P(C1C=CC=CC=1)C1C=CC=CC=1.[C:75]([N:82]1[CH2:86][CH2:85][C@@H:84]([NH2:87])[CH2:83]1)([O:77][C:78]([CH3:81])([CH3:80])[CH3:79])=[O:76].CC(C)([O-])C.[Na+].